From a dataset of Forward reaction prediction with 1.9M reactions from USPTO patents (1976-2016). Predict the product of the given reaction. Given the reactants [CH2:1]([O:3][C:4]([C:6]1[CH:7]=[N:8][C:9]2[C:14]([C:15]=1[OH:16])=[CH:13][CH:12]=[CH:11][C:10]=2[C:17]([F:20])([F:19])[F:18])=[O:5])[CH3:2].C(Cl)Cl.[F:24][C:25]([F:38])([F:37])[S:26](O[S:26]([C:25]([F:38])([F:37])[F:24])(=[O:28])=[O:27])(=[O:28])=[O:27], predict the reaction product. The product is: [F:19][C:17]([F:20])([F:18])[C:10]1[CH:11]=[CH:12][CH:13]=[C:14]2[C:9]=1[N:8]=[CH:7][C:6]([C:4]([O:3][CH2:1][CH3:2])=[O:5])=[C:15]2[O:16][S:26]([C:25]([F:38])([F:37])[F:24])(=[O:28])=[O:27].